Task: Binary Classification. Given a miRNA mature sequence and a target amino acid sequence, predict their likelihood of interaction.. Dataset: Experimentally validated miRNA-target interactions with 360,000+ pairs, plus equal number of negative samples (1) The miRNA is hsa-miR-4687-5p with sequence CAGCCCUCCUCCCGCACCCAAA. The protein sequence of the target gene is MRLARLLRGGTSVRPLCAVPCASRSLASASASGSGPASELGVPGQVDFYARFSPSPLSMKQFLDFGSVNACEKTSFMFLRQELPVRLANIMKEISLLPDNLLRTPSVQLVQSWYIQSLQELLDFKDKSAEDAKTIYEFTDTVIRIRNRHNDVIPTMAQGVTEYKESFGVDPVTSQNVQYFLDRFYMSRISIRMLLNQHSLLFGGKGSPSHRKHIGSINPNCDVVEVIKDGYENARRLCDLYYVNSPELELEELNAKSPGQTIQVVYVPSHLYHMVFELFKNAMRATMEHHADKGVYPPIQ.... Result: 0 (no interaction). (2) The miRNA is hsa-miR-548h-3p with sequence CAAAAACCGCAAUUACUUUUGCA. The protein sequence of the target gene is MSGGRRKEEPPQPQLANGALKVSVWSKVLRSDAAWEDKDEFLDVIYWFRQIIAVVLGVIWGVLPLRGFLGIAGFCLINAGVLYLYFSNYLQIDEEEYGGTWELTKEGFMTSFALFMVCVADSFTTGHLDHLLHCHPL. Result: 1 (interaction).